Predict the product of the given reaction. From a dataset of Forward reaction prediction with 1.9M reactions from USPTO patents (1976-2016). (1) The product is: [C:8]([O:7][C@H:6]1[C@@H:11]([O:12][C:13](=[O:15])[CH3:14])[C@H:16]([O:17][C:18](=[O:20])[CH3:19])[C@@H:21]([CH2:23][O:24][C:25](=[O:27])[CH3:26])[O:22][C@@H:5]1[O:39][C:33]1[CH:34]=[CH:35][C:36]([I:38])=[CH:37][C:32]=1[F:31])(=[O:10])[CH3:9]. Given the reactants ClC(Cl)(Cl)C(=N)O[C@H:5]1[O:22][C@H:21]([CH2:23][O:24][C:25](=[O:27])[CH3:26])[C@@H:16]([O:17][C:18](=[O:20])[CH3:19])[C@H:11]([O:12][C:13](=[O:15])[CH3:14])[C@@H:6]1[O:7][C:8](=[O:10])[CH3:9].[F:31][C:32]1[CH:37]=[C:36]([I:38])[CH:35]=[CH:34][C:33]=1[OH:39].[Si](OS(C(F)(F)F)(=O)=O)(C)(C)C, predict the reaction product. (2) Given the reactants [N:1]1([CH2:6][C:7]2[CH:12]=[CH:11][C:10]([C:13]3[CH:17]=[C:16]([CH2:18][CH:19]([CH3:21])[CH3:20])[S:15][C:14]=3[S:22]([NH2:25])(=[O:24])=[O:23])=[CH:9][CH:8]=2)[CH:5]=[CH:4][N:3]=[CH:2]1.N1(C2C=CC=CN=2)CCCC1.Cl[C:38]([O:40][CH2:41][CH2:42][CH2:43][CH3:44])=[O:39], predict the reaction product. The product is: [CH2:41]([O:40][C:38]([NH:25][S:22]([C:14]1[S:15][C:16]([CH2:18][CH:19]([CH3:21])[CH3:20])=[CH:17][C:13]=1[C:10]1[CH:11]=[CH:12][C:7]([CH2:6][N:1]2[CH:5]=[CH:4][N:3]=[CH:2]2)=[CH:8][CH:9]=1)(=[O:24])=[O:23])=[O:39])[CH2:42][CH2:43][CH3:44]. (3) Given the reactants [CH3:1][C:2]1[N:7]=[C:6]([C:8]([OH:10])=O)[C:5]([C:11]2[N:16]=[CH:15][CH:14]=[CH:13][N:12]=2)=[CH:4][CH:3]=1.C1CCC(N=C=NC2CCCCC2)CC1.FC1C(O)=C(F)C(F)=C(F)C=1F.[F:44][C:45]([F:63])([F:62])[C:46]1[CH:47]=[CH:48][C:49]([O:52][CH2:53][CH2:54][C@@H:55]2[CH2:61][C@@H:60]3[C@@H:58]([CH2:59]3)[CH2:57][NH:56]2)=[N:50][CH:51]=1, predict the reaction product. The product is: [CH3:1][C:2]1[N:7]=[C:6]([C:8]([N:56]2[C@H:55]([CH2:54][CH2:53][O:52][C:49]3[CH:48]=[CH:47][C:46]([C:45]([F:63])([F:62])[F:44])=[CH:51][N:50]=3)[CH2:61][C@@H:60]3[C@@H:58]([CH2:59]3)[CH2:57]2)=[O:10])[C:5]([C:11]2[N:16]=[CH:15][CH:14]=[CH:13][N:12]=2)=[CH:4][CH:3]=1.